Dataset: Full USPTO retrosynthesis dataset with 1.9M reactions from patents (1976-2016). Task: Predict the reactants needed to synthesize the given product. (1) Given the product [CH3:14][C@H:15]1[CH2:20][CH2:19][CH2:18][CH2:17][C@H:16]1[NH:21][C:2]1[C:3]2[N:4]([CH:10]=[CH:11][CH:12]=2)[N:5]=[CH:6][C:7]=1[C:8]([NH2:9])=[O:33], predict the reactants needed to synthesize it. The reactants are: Cl[C:2]1[C:3]2[N:4]([CH:10]=[CH:11][CH:12]=2)[N:5]=[CH:6][C:7]=1[C:8]#[N:9].Cl.[CH3:14][C@H:15]1[CH2:20][CH2:19][CH2:18][CH2:17][C@H:16]1[NH2:21].C(N(CC)CC)C.CN(C=[O:33])C. (2) Given the product [C:11]([C:13]1[CH:18]=[CH:17][C:16]([S:19]([NH:2][CH2:3][CH2:4][N:5]([CH3:6])[CH3:23])(=[O:21])=[O:20])=[CH:15][CH:14]=1)#[N:12], predict the reactants needed to synthesize it. The reactants are: C[NH:2][CH2:3][CH2:4][NH:5][CH3:6].C(Cl)(Cl)Cl.[C:11]([C:13]1[CH:18]=[CH:17][C:16]([S:19](Cl)(=[O:21])=[O:20])=[CH:15][CH:14]=1)#[N:12].[C:23](=O)([O-])O.[Na+]. (3) Given the product [Cl:11][C:12]1[S:16][C:15]([C:17]2[N:18]=[C:7]([OH:9])[C:3]3[CH2:4][S:5][CH2:6][C:2]=3[N:19]=2)=[CH:14][CH:13]=1, predict the reactants needed to synthesize it. The reactants are: O=[C:2]1[CH2:6][S:5][CH2:4][CH:3]1[C:7]([O:9]C)=O.[Cl:11][C:12]1[S:16][C:15]([C:17](=[NH:19])[NH2:18])=[CH:14][CH:13]=1.CCN(C(C)C)C(C)C. (4) Given the product [OH:8][C:9]1[CH:10]=[C:11]2[C:16](=[CH:17][CH:18]=1)[C:15](=[O:19])[N:14]([CH2:20][CH:21]([CH3:23])[CH3:22])[C:13]([CH2:24][NH:25][C:26](=[O:32])[O:27][C:28]([CH3:31])([CH3:29])[CH3:30])=[C:12]2[C:33]1[CH:34]=[CH:35][CH:36]=[CH:37][CH:38]=1, predict the reactants needed to synthesize it. The reactants are: C([O:8][C:9]1[CH:10]=[C:11]2[C:16](=[CH:17][CH:18]=1)[C:15](=[O:19])[N:14]([CH2:20][CH:21]([CH3:23])[CH3:22])[C:13]([CH2:24][NH:25][C:26](=[O:32])[O:27][C:28]([CH3:31])([CH3:30])[CH3:29])=[C:12]2[C:33]1[CH:38]=[CH:37][CH:36]=[CH:35][CH:34]=1)C1C=CC=CC=1. (5) Given the product [C:13]1(=[C:5]2[C:6]3[C:11](=[CH:10][CH:9]=[CH:8][CH:7]=3)[NH:3][C:4]2=[O:12])[C:22]2[C:17](=[CH:18][CH:19]=[CH:20][CH:21]=2)[CH2:16][O:15]1, predict the reactants needed to synthesize it. The reactants are: [H-].[Na+].[NH:3]1[C:11]2[C:6](=[CH:7][CH:8]=[CH:9][CH:10]=2)[CH2:5][C:4]1=[O:12].[C:13]1([C:22]2[C:17](=[CH:18][CH:19]=[CH:20][CH:21]=2)[CH2:16][O:15]1)=O.Cl.